From a dataset of Tox21: 12 toxicity assays (nuclear receptors and stress response pathways). Binary classification across 12 toxicity assays. (1) The molecule is Cc1cc([N+](=O)[O-])c(O)c([N+](=O)[O-])c1. It tested positive (active) for: SR-ARE (Antioxidant Response Element (oxidative stress)), and SR-MMP (Mitochondrial Membrane Potential disruption). (2) The molecule is Nc1nc[nH]n1. It tested positive (active) for: NR-ER (Estrogen Receptor agonist activity). (3) The compound is CC(C)n1c(/C=C/[C@@H](O)C[C@@H](O)CC(=O)O)c(-c2ccc(F)cc2)c2ccccc21. It tested positive (active) for: NR-AhR (Aryl hydrocarbon Receptor agonist activity), and NR-Aromatase (Aromatase enzyme inhibition). (4) The molecule is Nc1cc([N+](=O)[O-])cc([N+](=O)[O-])c1O. It tested positive (active) for: SR-MMP (Mitochondrial Membrane Potential disruption). (5) The compound is Clc1ccc(C(c2ccc(Cl)cc2)C(Cl)(Cl)Cl)cc1. It tested positive (active) for: NR-ER (Estrogen Receptor agonist activity), NR-ER-LBD (Estrogen Receptor Ligand Binding Domain agonist), and SR-MMP (Mitochondrial Membrane Potential disruption). (6) The molecule is CC1=C(/C=C/C(C)=C/C=C/C(C)=C\C=O)C(C)(C)CCC1. It tested positive (active) for: NR-Aromatase (Aromatase enzyme inhibition), NR-ER-LBD (Estrogen Receptor Ligand Binding Domain agonist), and SR-MMP (Mitochondrial Membrane Potential disruption).